Dataset: Forward reaction prediction with 1.9M reactions from USPTO patents (1976-2016). Task: Predict the product of the given reaction. (1) Given the reactants Cl.[CH2:2]([NH:10][C:11](=[NH:23])[NH:12][C:13](=[NH:22])[N:14]([CH:16]1[CH2:21][CH2:20][CH2:19][CH2:18][CH2:17]1)[CH3:15])[CH2:3][CH2:4][CH2:5][CH2:6][CH2:7][CH2:8][CH3:9].C(O)C.S(=O)(=O)(O)O.[CH3:32][C:33]([CH3:35])=O, predict the reaction product. The product is: [CH3:32][C:33]1([CH3:35])[NH:22][C:13]([N:14]([CH:16]2[CH2:21][CH2:20][CH2:19][CH2:18][CH2:17]2)[CH3:15])=[N:12][C:11]([NH:10][CH2:2][CH2:3][CH2:4][CH2:5][CH2:6][CH2:7][CH2:8][CH3:9])=[N:23]1. (2) Given the reactants [Cl:1][CH2:2][CH2:3][CH2:4][OH:5].[N+](=[CH:8][C:9]([O:11][CH2:12][CH3:13])=[O:10])=[N-].B(F)(F)F.CCOCC, predict the reaction product. The product is: [Cl:1][CH2:2][CH2:3][CH2:4][O:5][CH2:8][C:9]([O:11][CH2:12][CH3:13])=[O:10]. (3) Given the reactants [Cl:1][C:2]1[CH:7]=[CH:6][C:5]([C:8]2[C:17]([O:18][CH2:19][C:20]#[N:21])=[CH:16][CH:15]=[C:14]3[C:9]=2[CH:10]=[CH:11][C:12]([CH2:22][NH:23][C:24]([C:26]2[C:30]4[CH:31]=[CH:32][CH:33]=[CH:34][C:29]=4[O:28][C:27]=2[CH2:35][CH2:36][CH2:37][CH3:38])=[O:25])=[CH:13]3)=[CH:4][CH:3]=1.[N-:39]=[N+:40]=[N-:41].[Na+].[Cl-].[NH4+].[OH-].[Na+], predict the reaction product. The product is: [Cl:1][C:2]1[CH:3]=[CH:4][C:5]([C:8]2[C:17]([O:18][CH2:19][C:20]3[NH:41][N:40]=[N:39][N:21]=3)=[CH:16][CH:15]=[C:14]3[C:9]=2[CH:10]=[CH:11][C:12]([CH2:22][NH:23][C:24]([C:26]2[C:30]4[CH:31]=[CH:32][CH:33]=[CH:34][C:29]=4[O:28][C:27]=2[CH2:35][CH2:36][CH2:37][CH3:38])=[O:25])=[CH:13]3)=[CH:6][CH:7]=1. (4) Given the reactants [C:1]1([N:7]2[C:11]([CH2:12][CH2:13][CH3:14])=[C:10]([Si](C)(C)C)[N:9]=[N:8]2)[CH:6]=[CH:5][CH:4]=[CH:3][CH:2]=1.[I:19]I, predict the reaction product. The product is: [I:19][C:10]1[N:9]=[N:8][N:7]([C:1]2[CH:6]=[CH:5][CH:4]=[CH:3][CH:2]=2)[C:11]=1[CH2:12][CH2:13][CH3:14]. (5) Given the reactants [Cl:1][C:2]1[C:3]([C:36]2[S:40][C:39]([C:41]3([O:45]COC)[CH2:44][CH2:43][CH2:42]3)=[N:38][CH:37]=2)=[C:4]2[CH:10]=[C:9]([C:11]3[CH:12]=[C:13]4[C:17](=[CH:18][CH:19]=3)[N:16]([C:20](=[O:25])[CH2:21][N:22]([CH3:24])[CH3:23])[CH2:15][CH2:14]4)[N:8]([S:26]([C:29]3[CH:35]=[CH:34][C:32]([CH3:33])=[CH:31][CH:30]=3)(=[O:28])=[O:27])[C:5]2=[N:6][CH:7]=1.Cl, predict the reaction product. The product is: [Cl:1][C:2]1[C:3]([C:36]2[S:40][C:39]([C:41]3([OH:45])[CH2:44][CH2:43][CH2:42]3)=[N:38][CH:37]=2)=[C:4]2[CH:10]=[C:9]([C:11]3[CH:12]=[C:13]4[C:17](=[CH:18][CH:19]=3)[N:16]([C:20](=[O:25])[CH2:21][N:22]([CH3:23])[CH3:24])[CH2:15][CH2:14]4)[N:8]([S:26]([C:29]3[CH:35]=[CH:34][C:32]([CH3:33])=[CH:31][CH:30]=3)(=[O:27])=[O:28])[C:5]2=[N:6][CH:7]=1. (6) Given the reactants [F:1][C:2]([F:24])([F:23])[C:3]1[CH:8]=[CH:7][CH:6]=[CH:5][C:4]=1[CH2:9][NH:10][C:11]([C:13]1[CH:14]=[C:15]2[C:20](=[CH:21][CH:22]=1)[NH:19][CH2:18][CH2:17][CH2:16]2)=[O:12].Cl[C:26]1[N:31]=[C:30](Cl)[N:29]=[C:28]([C:33]2[CH:38]=[CH:37][CH:36]=[CH:35][CH:34]=2)[N:27]=1.CC#[N:41], predict the reaction product. The product is: [NH2:41][C:30]1[N:29]=[C:28]([C:33]2[CH:38]=[CH:37][CH:36]=[CH:35][CH:34]=2)[N:27]=[C:26]([N:19]2[C:20]3[C:15](=[CH:14][C:13]([C:11]([NH:10][CH2:9][C:4]4[CH:5]=[CH:6][CH:7]=[CH:8][C:3]=4[C:2]([F:1])([F:23])[F:24])=[O:12])=[CH:22][CH:21]=3)[CH2:16][CH2:17][CH2:18]2)[N:31]=1.